This data is from Forward reaction prediction with 1.9M reactions from USPTO patents (1976-2016). The task is: Predict the product of the given reaction. (1) Given the reactants O=[C:2]([C:9]1[CH:14]=[CH:13][N:12]=[CH:11][CH:10]=1)[CH2:3][C:4](OCC)=[O:5].C(=O)([O-])[O-].[NH2:19][C:20]([NH2:22])=[NH2+:21].[NH2:19][C:20]([NH2:22])=[NH2+:21].Cl, predict the reaction product. The product is: [NH2:22][C:20]1[N:21]=[C:4]([OH:5])[CH:3]=[C:2]([C:9]2[CH:14]=[CH:13][N:12]=[CH:11][CH:10]=2)[N:19]=1. (2) Given the reactants CC(OI1(OC(C)=O)(OC(C)=O)OC(=O)C2C=CC=CC1=2)=O.[CH3:23][O:24][C:25]1[CH:33]=[CH:32][C:28]([CH2:29][CH2:30][OH:31])=[CH:27][CH:26]=1.C([O-])(O)=O.[Na+], predict the reaction product. The product is: [CH3:23][O:24][C:25]1[CH:33]=[CH:32][C:28]([CH2:29][CH:30]=[O:31])=[CH:27][CH:26]=1.